This data is from Catalyst prediction with 721,799 reactions and 888 catalyst types from USPTO. The task is: Predict which catalyst facilitates the given reaction. (1) Reactant: [N+:1]([C:4]1[CH:9]=[CH:8][C:7]([OH:10])=[CH:6][CH:5]=1)([O-:3])=[O:2].[H-].[Na+].Br[CH2:14][C:15]([OH:17])=[O:16].Cl. Product: [N+:1]([C:4]1[CH:9]=[CH:8][C:7]([O:10][CH2:14][C:15]([OH:17])=[O:16])=[CH:6][CH:5]=1)([O-:3])=[O:2]. The catalyst class is: 7. (2) Reactant: C([O:3][C:4]([C:6]1[CH:11]=[CH:10][C:9]([N:12]2[CH:17]=[CH:16][C:15]([C:18]([OH:20])=[O:19])=[CH:14][C:13]2=[O:21])=[CH:8][CH:7]=1)=[O:5])C.[OH-].[Na+].Cl. Product: [C:4]([C:6]1[CH:7]=[CH:8][C:9]([N:12]2[CH:17]=[CH:16][C:15]([C:18]([OH:20])=[O:19])=[CH:14][C:13]2=[O:21])=[CH:10][CH:11]=1)([OH:5])=[O:3]. The catalyst class is: 1.